Dataset: Reaction yield outcomes from USPTO patents with 853,638 reactions. Task: Predict the reaction yield, written as a fraction of the theoretical maximum amount of product (1.0 means a 100% yield; for example, 0.34 means a 34% yield). (1) The reactants are COC[N:4]1[C:8]2[CH:9]=[CH:10][C:11]([CH:13]([C:15]3[S:16][CH:17]=[C:18]([C:20]4[CH:25]=[CH:24][C:23]([O:26][CH2:27][CH2:28][O:29]C5CCCCO5)=[CH:22][N:21]=4)[N:19]=3)[CH3:14])=[CH:12][C:7]=2[S:6][C:5]1=[O:36].FC(F)(F)C(O)=O. The catalyst is CCOC(C)=O.C1COCC1.CCOC(C)=O. The product is [OH:29][CH2:28][CH2:27][O:26][C:23]1[CH:24]=[CH:25][C:20]([C:18]2[N:19]=[C:15]([CH:13]([C:11]3[CH:10]=[CH:9][C:8]4[NH:4][C:5](=[O:36])[S:6][C:7]=4[CH:12]=3)[CH3:14])[S:16][CH:17]=2)=[N:21][CH:22]=1. The yield is 0.770. (2) The reactants are [CH3:1][C@@H:2]([O:5][C:6]1[CH:7]=[CH:8][C:9]2[CH2:10][N:11](C(OC(C)(C)C)=O)[CH2:12][CH2:13][O:14][C:15]=2[N:16]=1)[CH2:3][CH3:4].[ClH:24].C(OCC)(=O)C. No catalyst specified. The product is [ClH:24].[CH3:1][C@@H:2]([O:5][C:6]1[CH:7]=[CH:8][C:9]2[CH2:10][NH:11][CH2:12][CH2:13][O:14][C:15]=2[N:16]=1)[CH2:3][CH3:4]. The yield is 0.600. (3) The catalyst is C1COCC1. The product is [N:12]1[CH:17]=[CH:16][C:15]([CH2:18][O:1][C:2]2[CH:3]=[C:4]([CH:9]=[CH:10][CH:11]=2)[C:5]([O:7][CH3:8])=[O:6])=[CH:14][CH:13]=1. The reactants are [OH:1][C:2]1[CH:3]=[C:4]([CH:9]=[CH:10][CH:11]=1)[C:5]([O:7][CH3:8])=[O:6].[N:12]1[CH:17]=[CH:16][C:15]([CH2:18]O)=[CH:14][CH:13]=1.C1(P(C2C=CC=CC=2)C2C=CC=CC=2)C=CC=CC=1.N(C(OC(C)C)=O)=NC(OC(C)C)=O. The yield is 0.370. (4) The product is [CH3:21][O:22][C:23](=[O:43])[CH2:24][CH2:25][C:26]1[CH:31]=[CH:30][C:29]([O:32][CH2:33][CH2:34][CH:35]([O:1][C:2]2[CH:7]=[CH:6][C:5]([O:8][C:9]([F:10])([F:11])[F:12])=[CH:4][C:3]=2[C:13](=[O:14])[C:15]2[CH:16]=[CH:17][CH:18]=[CH:19][CH:20]=2)[CH3:36])=[CH:28][C:27]=1[CH3:42]. The catalyst is CN(C=O)C.CCOCC. The reactants are [OH:1][C:2]1[CH:7]=[CH:6][C:5]([O:8][C:9]([F:12])([F:11])[F:10])=[CH:4][C:3]=1[C:13]([C:15]1[CH:20]=[CH:19][CH:18]=[CH:17][CH:16]=1)=[O:14].[CH3:21][O:22][C:23](=[O:43])[CH2:24][CH2:25][C:26]1[CH:31]=[CH:30][C:29]([O:32][CH2:33][CH2:34][CH:35](OS(C)(=O)=O)[CH3:36])=[CH:28][C:27]=1[CH3:42].C([O-])([O-])=O.[Cs+].[Cs+]. The yield is 0.790. (5) The reactants are C(O)(C(F)(F)F)=O.[C:8]([O:12][C:13]([N:15]1[CH2:19][C@H:18]([CH2:20][NH:21][C:22]([O:24][C:25]([CH3:28])([CH3:27])[CH3:26])=[O:23])[CH2:17][CH:16]1/[CH:29]=[CH:30]/[O:31]C)=[O:14])([CH3:11])([CH3:10])[CH3:9]. The catalyst is O.CC#N.CCOC(C)=O.C(Cl)Cl. The product is [C:8]([O:12][C:13]([N:15]1[CH2:19][C@H:18]([CH2:20][NH:21][C:22]([O:24][C:25]([CH3:28])([CH3:27])[CH3:26])=[O:23])[CH2:17][CH:16]1[CH2:29][CH:30]=[O:31])=[O:14])([CH3:9])([CH3:11])[CH3:10]. The yield is 0.800. (6) The reactants are [N+:1]([C:4]1[CH:9]=[CH:8][C:7]([C:10](=O)[CH2:11][CH2:12][C:13]([C:15]2[CH:20]=[CH:19][C:18]([N+:21]([O-:23])=[O:22])=[CH:17][CH:16]=2)=O)=[CH:6][CH:5]=1)([O-:3])=[O:2].[F:25][C:26]([F:35])([F:34])[C:27]1[CH:33]=[CH:32][C:30]([NH2:31])=[CH:29][CH:28]=1. The catalyst is C(O)(=O)C.O.C(OCC)C. The product is [N+:1]([C:4]1[CH:9]=[CH:8][C:7]([C:10]2[N:31]([C:30]3[CH:32]=[CH:33][C:27]([C:26]([F:25])([F:34])[F:35])=[CH:28][CH:29]=3)[C:13]([C:15]3[CH:20]=[CH:19][C:18]([N+:21]([O-:23])=[O:22])=[CH:17][CH:16]=3)=[CH:12][CH:11]=2)=[CH:6][CH:5]=1)([O-:3])=[O:2]. The yield is 0.0800. (7) The reactants are [CH2:1]([N:8]1[C@@H:13]([CH2:14][O:15][Si:16]([C:19]([CH3:22])([CH3:21])[CH3:20])([CH3:18])[CH3:17])[CH2:12][N:11]([CH2:23][C:24]2[CH:29]=[CH:28][CH:27]=[CH:26][CH:25]=2)[CH2:10][C:9]1=O)[C:2]1[CH:7]=[CH:6][CH:5]=[CH:4][CH:3]=1.[CH3:31][CH2:32][Mg+].[Br-]. The catalyst is C1COCC1.C(Cl)Cl. The product is [CH2:1]([N:8]1[C@@H:13]([CH2:14][O:15][Si:16]([C:19]([CH3:22])([CH3:21])[CH3:20])([CH3:18])[CH3:17])[CH2:12][N:11]([CH2:23][C:24]2[CH:29]=[CH:28][CH:27]=[CH:26][CH:25]=2)[CH2:10][C:9]21[CH2:32][CH2:31]2)[C:2]1[CH:7]=[CH:6][CH:5]=[CH:4][CH:3]=1. The yield is 0.560.